This data is from Full USPTO retrosynthesis dataset with 1.9M reactions from patents (1976-2016). The task is: Predict the reactants needed to synthesize the given product. (1) Given the product [F:1][C:2]1[CH:40]=[C:39]([NH:41][C:42]([C:44]2[C:45](=[O:57])[N:46]([C:50]3[CH:51]=[CH:52][C:53]([F:56])=[CH:54][CH:55]=3)[N:47]=[CH:48][CH:49]=2)=[O:43])[CH:38]=[CH:37][C:3]=1[O:4][C:5]1[CH:10]=[CH:9][N:8]=[C:7]2[N:11]([CH2:28][C:29]3[CH:34]=[CH:33][C:32]([O:35][CH3:36])=[CH:31][CH:30]=3)[N:12]=[C:13]([O:14][CH:15]3[CH2:20][CH2:19][NH:18][CH2:17][CH2:16]3)[C:6]=12, predict the reactants needed to synthesize it. The reactants are: [F:1][C:2]1[CH:40]=[C:39]([NH:41][C:42]([C:44]2[C:45](=[O:57])[N:46]([C:50]3[CH:55]=[CH:54][C:53]([F:56])=[CH:52][CH:51]=3)[N:47]=[CH:48][CH:49]=2)=[O:43])[CH:38]=[CH:37][C:3]=1[O:4][C:5]1[CH:10]=[CH:9][N:8]=[C:7]2[N:11]([CH2:28][C:29]3[CH:34]=[CH:33][C:32]([O:35][CH3:36])=[CH:31][CH:30]=3)[N:12]=[C:13]([O:14][CH:15]3[CH2:20][CH2:19][N:18](C(OC(C)(C)C)=O)[CH2:17][CH2:16]3)[C:6]=12.C(O)(C(F)(F)F)=O. (2) The reactants are: [BH4-].[Na+].[C:3]([O:7][C:8](=[O:24])[NH:9][C@H:10]([C:20](=[O:23])[CH2:21][Cl:22])[CH2:11][C@H:12]([CH3:19])[CH2:13][CH2:14][O:15][CH2:16][CH:17]=[CH2:18])([CH3:6])([CH3:5])[CH3:4].Cl. Given the product [C:3]([O:7][C:8](=[O:24])[NH:9][C@H:10]([C@H:20]([OH:23])[CH2:21][Cl:22])[CH2:11][C@H:12]([CH3:19])[CH2:13][CH2:14][O:15][CH2:16][CH:17]=[CH2:18])([CH3:4])([CH3:5])[CH3:6], predict the reactants needed to synthesize it. (3) Given the product [Cl:21][C:16]1[CH:15]=[C:14]([S:13][C:12]2[N:4]([CH2:3][CH2:2][NH:26][CH:23]([CH3:25])[CH3:24])[C:5]3[C:10]([N:11]=2)=[C:9]([NH2:22])[N:8]=[CH:7][N:6]=3)[CH:19]=[C:18]([Cl:20])[CH:17]=1, predict the reactants needed to synthesize it. The reactants are: Br[CH2:2][CH2:3][N:4]1[C:12]([S:13][C:14]2[CH:19]=[C:18]([Cl:20])[CH:17]=[C:16]([Cl:21])[CH:15]=2)=[N:11][C:10]2[C:5]1=[N:6][CH:7]=[N:8][C:9]=2[NH2:22].[CH:23]([NH2:26])([CH3:25])[CH3:24]. (4) Given the product [CH3:12][C:11]([CH3:14])([CH3:13])[CH2:10][C:9]([NH:8][C:7]1[C:6](=[O:16])[N:5]2[CH:17]=[CH:18][CH:19]=[C:20]([CH3:21])[C:4]2=[N:3][C:2]=1[NH:25][CH:22]([CH3:24])[CH3:23])=[O:15], predict the reactants needed to synthesize it. The reactants are: Cl[C:2]1[N:3]=[C:4]2[C:20]([CH3:21])=[CH:19][CH:18]=[CH:17][N:5]2[C:6](=[O:16])[C:7]=1[NH:8][C:9](=[O:15])[CH2:10][C:11]([CH3:14])([CH3:13])[CH3:12].[CH:22]([NH2:25])([CH3:24])[CH3:23].C([O-])(O)=O.[Na+].